Dataset: Catalyst prediction with 721,799 reactions and 888 catalyst types from USPTO. Task: Predict which catalyst facilitates the given reaction. (1) Reactant: [F:1][C:2]1[CH:31]=[CH:30][C:5]([C:6]([NH:8][CH2:9][C:10]2([C:26]([F:29])([F:28])[F:27])[C:19]3[C:14](=[CH:15][CH:16]=[C:17]([C:20]4[NH:24][N:23]=[CH:22][CH:21]=4)[CH:18]=3)[NH:13][C:12](=[O:25])[NH:11]2)=[O:7])=[CH:4][CH:3]=1.CCCCCC. Product: [F:1][C:2]1[CH:31]=[CH:30][C:5]([C:6]([NH:8][CH2:9][C@:10]2([C:26]([F:28])([F:27])[F:29])[C:19]3[C:14](=[CH:15][CH:16]=[C:17]([C:20]4[NH:24][N:23]=[CH:22][CH:21]=4)[CH:18]=3)[NH:13][C:12](=[O:25])[NH:11]2)=[O:7])=[CH:4][CH:3]=1. The catalyst class is: 41. (2) The catalyst class is: 3. Reactant: [H-].[Na+].[C:3]([O:7][C:8]([NH:10][C@H:11]([C:14]([OH:16])=[O:15])[CH2:12][OH:13])=[O:9])([CH3:6])([CH3:5])[CH3:4].[H][H].Br[CH2:20][C:21]([CH3:23])=[CH2:22].C(=O)(O)[O-].[Na+]. Product: [C:3]([O:7][C:8]([NH:10][C@H:11]([CH2:12][O:13][CH2:22][C:21]([CH3:23])=[CH2:20])[C:14]([OH:16])=[O:15])=[O:9])([CH3:6])([CH3:4])[CH3:5]. (3) Reactant: [F:1][C:2]([F:31])([F:30])[C:3]1[CH:4]=[C:5]([CH:23]=[C:24]([C:26]([F:29])([F:28])[F:27])[CH:25]=1)[CH2:6][O:7][C:8]([N:10]1[CH2:16][CH2:15][CH2:14][N:13]2[N:17]=[C:18]([C:20](O)=[O:21])[CH:19]=[C:12]2[CH2:11]1)=[O:9].O=S(Cl)[Cl:34].CN(C=O)C. Product: [Cl:34][C:20]([C:18]1[CH:19]=[C:12]2[CH2:11][N:10]([C:8]([O:7][CH2:6][C:5]3[CH:4]=[C:3]([C:2]([F:31])([F:30])[F:1])[CH:25]=[C:24]([C:26]([F:29])([F:28])[F:27])[CH:23]=3)=[O:9])[CH2:16][CH2:15][CH2:14][N:13]2[N:17]=1)=[O:21]. The catalyst class is: 4. (4) Reactant: C([N:8]1[CH2:13][CH:12]=[C:11]([C:14]2[CH:19]=[CH:18][CH:17]=[CH:16][C:15]=2[O:20][CH3:21])[CH2:10][CH2:9]1)C1C=CC=CC=1. Product: [CH3:21][O:20][C:15]1[CH:16]=[CH:17][CH:18]=[CH:19][C:14]=1[CH:11]1[CH2:12][CH2:13][NH:8][CH2:9][CH2:10]1. The catalyst class is: 178. (5) Reactant: [CH3:1][C:2]1[CH:7]=[CH:6][C:5]([NH2:8])=[CH:4][C:3]=1B1OC(C)(C)C(C)(C)O1.Br[C:19]1[CH:20]=[C:21]2[C:26](=[CH:27][CH:28]=1)[N:25]=[C:24]([NH2:29])[N:23]=[CH:22]2.C(=O)([O-])[O-].[Na+].[Na+]. Product: [NH2:8][C:5]1[CH:6]=[CH:7][C:2]([CH3:1])=[C:3]([C:19]2[CH:20]=[C:21]3[C:26](=[CH:27][CH:28]=2)[N:25]=[C:24]([NH2:29])[N:23]=[CH:22]3)[CH:4]=1. The catalyst class is: 335. (6) Reactant: [F:1][C:2]([F:12])([F:11])[CH:3]([CH3:10])[CH2:4][C@@H:5]([C:7]([OH:9])=[O:8])[NH2:6].Cl[C:14]([O:16][CH2:17][C:18]1[CH:23]=[CH:22][CH:21]=[CH:20][CH:19]=1)=[O:15].[OH-].[Na+]. Product: [CH2:17]([O:16][C:14]([NH:6][C@H:5]([C:7]([OH:9])=[O:8])[CH2:4][CH:3]([C:2]([F:11])([F:12])[F:1])[CH3:10])=[O:15])[C:18]1[CH:23]=[CH:22][CH:21]=[CH:20][CH:19]=1. The catalyst class is: 6.